Predict the product of the given reaction. From a dataset of Forward reaction prediction with 1.9M reactions from USPTO patents (1976-2016). (1) Given the reactants [NH2:1][C:2]1[CH:10]=[CH:9][C:5]([C:6]([OH:8])=[O:7])=[CH:4][C:3]=1[OH:11].Cl.[CH3:13]O, predict the reaction product. The product is: [NH2:1][C:2]1[CH:10]=[CH:9][C:5]([C:6]([O:8][CH3:13])=[O:7])=[CH:4][C:3]=1[OH:11]. (2) Given the reactants [CH3:1][O:2][C:3]1[CH:10]=[CH:9][CH:8]=[C:7]([CH3:11])[C:4]=1[CH:5]=O.Cl.[NH2:13][OH:14], predict the reaction product. The product is: [CH3:1][O:2][C:3]1[CH:10]=[CH:9][CH:8]=[C:7]([CH3:11])[C:4]=1[CH:5]=[N:13][OH:14]. (3) Given the reactants Br[C:2]1[CH:11]=[C:10]2[C:5]([C:6]([NH:13][CH3:14])=[N:7][C:8]([NH2:12])=[N:9]2)=[CH:4][CH:3]=1.[B:15]1([B:15]2[O:19][C:18]([CH3:21])([CH3:20])[C:17]([CH3:23])([CH3:22])[O:16]2)[O:19][C:18]([CH3:21])([CH3:20])[C:17]([CH3:23])([CH3:22])[O:16]1.C([O-])(=O)C.[K+], predict the reaction product. The product is: [CH3:14][NH:13][C:6]1[C:5]2[C:10](=[CH:11][C:2]([B:15]3[O:19][C:18]([CH3:21])([CH3:20])[C:17]([CH3:23])([CH3:22])[O:16]3)=[CH:3][CH:4]=2)[N:9]=[C:8]([NH2:12])[N:7]=1. (4) Given the reactants C[Si](C)(C)N[Si](C)(C)C.[Li][CH2:11]CCC.[C:15]([O:19][C:20]([NH:22][C@H:23]([C:29]([O:31][CH3:32])=[O:30])[CH2:24][C:25]([O:27][CH3:28])=[O:26])=[O:21])([CH3:18])([CH3:17])[CH3:16].CI, predict the reaction product. The product is: [C:15]([O:19][C:20]([NH:22][C@H:23]([C:29]([O:31][CH3:32])=[O:30])[CH:24]([CH3:11])[C:25]([O:27][CH3:28])=[O:26])=[O:21])([CH3:17])([CH3:18])[CH3:16]. (5) Given the reactants [CH2:1]([O:3][CH2:4][C:5]1[N:6]([NH2:18])[C:7]2[C:16]3[CH:15]=[CH:14][CH:13]=[CH:12][C:11]=3[N:10]=[CH:9][C:8]=2[N:17]=1)[CH3:2].[C:19]1(=O)[CH2:24][CH2:23][CH2:22][CH2:21][CH2:20]1.C(O)(=O)C.C(O[BH-](OC(=O)C)OC(=O)C)(=O)C.[Na+].NN.[BH4-].[Na+], predict the reaction product. The product is: [CH:19]1([NH:18][N:6]2[C:7]3[C:16]4[CH:15]=[CH:14][CH:13]=[CH:12][C:11]=4[N:10]=[CH:9][C:8]=3[N:17]=[C:5]2[CH2:4][O:3][CH2:1][CH3:2])[CH2:24][CH2:23][CH2:22][CH2:21][CH2:20]1. (6) Given the reactants C[O:2][C:3](=[O:13])[CH:4]([C:6]1[CH:11]=[CH:10][C:9]([OH:12])=[CH:8][CH:7]=1)[CH3:5].[F:14][C:15]([F:27])([F:26])[O:16][C:17]1[CH:18]=[C:19](B(O)O)[CH:20]=[CH:21][CH:22]=1, predict the reaction product. The product is: [F:14][C:15]([F:26])([F:27])[O:16][C:17]1[CH:22]=[C:21]([CH:20]=[CH:19][CH:18]=1)[O:12][C:9]1[CH:10]=[CH:11][C:6]([CH:4]([CH3:5])[C:3]([OH:2])=[O:13])=[CH:7][CH:8]=1. (7) The product is: [CH2:11]([NH:10][C:1](=[O:5])[CH3:2])[CH2:12][CH3:13].[CH2:1]([NH:17][C:18](=[O:24])[CH:22]=[CH2:23])[CH2:2][CH3:3]. Given the reactants [C:1]([OH:5])(=O)[CH:2]=[CH2:3].C(N=C=[N:10][CH2:11][CH2:12][CH2:13]N(C)C)C.[NH2:17][C:18]([OH:24])([CH2:22][CH3:23])C(O)=O, predict the reaction product.